This data is from Full USPTO retrosynthesis dataset with 1.9M reactions from patents (1976-2016). The task is: Predict the reactants needed to synthesize the given product. (1) Given the product [CH3:10][C@@H:9]([CH2:11][C@H:12]([CH3:13])[C:19]#[N:21])[C:1]#[N:2], predict the reactants needed to synthesize it. The reactants are: [C-:1]#[N:2].[K+].CS(O[C@@H:9]([CH2:11][C@H:12](OS(C)(=O)=O)[CH3:13])[CH3:10])(=O)=O.[C:19](#[N:21])C. (2) Given the product [CH3:38][C:34]([CH3:39])([CH2:35][CH2:36][CH3:37])[CH2:33][C:30]1[CH:29]=[CH:28][C:27]([CH2:26][CH:15]([NH:16][S:17]([C:20]2[CH:25]=[CH:24][CH:23]=[CH:22][N:21]=2)(=[O:18])=[O:19])[C:11]2[N:10]=[C:9]([NH:8][CH2:40][C:41]([OH:43])=[O:42])[CH:14]=[CH:13][CH:12]=2)=[CH:32][CH:31]=1, predict the reactants needed to synthesize it. The reactants are: C(OC([N:8]([CH2:40][C:41]([O:43]C(C)(C)C)=[O:42])[C:9]1[CH:14]=[CH:13][CH:12]=[C:11]([CH:15]([CH2:26][C:27]2[CH:32]=[CH:31][C:30]([CH2:33][C:34]([CH3:39])([CH3:38])[CH2:35][CH2:36][CH3:37])=[CH:29][CH:28]=2)[NH:16][S:17]([C:20]2[CH:25]=[CH:24][CH:23]=[CH:22][N:21]=2)(=[O:19])=[O:18])[N:10]=1)=O)(C)(C)C.FC(F)(F)C(O)=O.